This data is from Forward reaction prediction with 1.9M reactions from USPTO patents (1976-2016). The task is: Predict the product of the given reaction. (1) Given the reactants [Cl:1][C:2]1[CH:3]=[C:4]2[C:8](=[CH:9][CH:10]=1)[N:7]([C:11]1[N:12]=[C:13]3[C:19]([C:20]([NH:22][C:23]([CH3:27])([CH3:26])[CH2:24][OH:25])=[O:21])=[CH:18][N:17](COCC[Si](C)(C)C)[C:14]3=[N:15][CH:16]=1)[N:6]=[C:5]2[CH3:36].FC(F)(F)C(O)=O, predict the reaction product. The product is: [OH:25][CH2:24][C:23]([NH:22][C:20]([C:19]1[C:13]2[C:14](=[N:15][CH:16]=[C:11]([N:7]3[C:8]4[C:4](=[CH:3][C:2]([Cl:1])=[CH:10][CH:9]=4)[C:5]([CH3:36])=[N:6]3)[N:12]=2)[NH:17][CH:18]=1)=[O:21])([CH3:27])[CH3:26]. (2) Given the reactants [H-].[Na+].[I-].[CH3:4][P+](C1C=CC=CC=1)(C1C=CC=CC=1)C1C=CC=CC=1.[CH3:24][C:25]1[CH:26]=[C:27]([CH:30]=[CH:31][C:32]=1[N+:33]([O-:35])=[O:34])[CH:28]=O, predict the reaction product. The product is: [CH3:24][C:25]1[CH:26]=[C:27]([CH:28]=[CH2:4])[CH:30]=[CH:31][C:32]=1[N+:33]([O-:35])=[O:34]. (3) The product is: [Br:17][C:18]1[CH:19]=[CH:20][C:21]([C:24]2([CH2:25][CH2:26][CH2:27][N:28]([CH2:31][CH3:32])[CH2:29][CH3:30])[O:4][CH2:1][CH2:2][O:3]2)=[CH:22][CH:23]=1. Given the reactants [CH2:1]([OH:4])[CH2:2][OH:3].O.C1(C)C=CC(S(O)(=O)=O)=CC=1.[Br:17][C:18]1[CH:23]=[CH:22][C:21]([C:24](=O)[CH2:25][CH2:26][CH2:27][N:28]([CH2:31][CH3:32])[CH2:29][CH3:30])=[CH:20][CH:19]=1.C(=O)(O)[O-].[Na+], predict the reaction product. (4) Given the reactants [C:1]1([CH:11]([NH:13][CH:14]2[CH2:18][CH2:17][CH:16]([C:19]3[CH:27]=[CH:26][C:22]([C:23](O)=[O:24])=[CH:21][CH:20]=3)[CH2:15]2)[CH3:12])[C:10]2[C:5](=[CH:6][CH:7]=[CH:8][CH:9]=2)[CH:4]=[CH:3][CH:2]=1.C1([C@H](NC2CCC(C3C=CC(C(O)=O)=CC=3)C2)C)C2C(=CC=CC=2)C=CC=1.C1N=CN(C(N2C=NC=C2)=O)C=1.CCN(C(C)C)C(C)C.Cl.[CH3:77][O:78][C:79](=[O:83])[CH2:80][CH2:81][NH2:82], predict the reaction product. The product is: [CH3:77][O:78][C:79](=[O:83])[CH2:80][CH2:81][NH:82][C:23](=[O:24])[C:22]1[CH:21]=[CH:20][C:19]([CH:16]2[CH2:17][CH2:18][CH:14]([NH:13][C@@H:11]([C:1]3[C:10]4[C:5](=[CH:6][CH:7]=[CH:8][CH:9]=4)[CH:4]=[CH:3][CH:2]=3)[CH3:12])[CH2:15]2)=[CH:27][CH:26]=1. (5) Given the reactants [CH2:1]([O:5][C:6]1[CH:11]=[C:10](/[CH:12]=[CH:13]/[C:14]([O:16][CH3:17])=[O:15])[CH:9]=[CH:8][C:7]=1[C:18]1[CH:23]=[CH:22][CH:21]=[C:20]([NH:24][CH3:25])[CH:19]=1)[CH2:2][CH2:3][CH3:4], predict the reaction product. The product is: [CH2:1]([O:5][C:6]1[CH:11]=[C:10]([CH2:12][CH2:13][C:14]([O:16][CH3:17])=[O:15])[CH:9]=[CH:8][C:7]=1[C:18]1[CH:23]=[CH:22][CH:21]=[C:20]([NH:24][CH3:25])[CH:19]=1)[CH2:2][CH2:3][CH3:4]. (6) Given the reactants [NH2:1][C:2]1[C:10]([N+:11]([O-])=O)=[CH:9][C:5]([C:6]([OH:8])=[O:7])=[C:4]([O:14][CH2:15][C:16]([F:19])([F:18])[F:17])[CH:3]=1, predict the reaction product. The product is: [NH2:1][C:2]1[C:10]([NH2:11])=[CH:9][C:5]([C:6]([OH:8])=[O:7])=[C:4]([O:14][CH2:15][C:16]([F:17])([F:18])[F:19])[CH:3]=1. (7) Given the reactants [NH2:1][C:2]1[CH:3]=[N:4][CH:5]=[C:6]([CH:11]=1)[C:7]([O:9][CH3:10])=[O:8].N1C=CC=CC=1.Cl[C:19]([O:21][C:22]1[CH:27]=[CH:26][C:25]([N+:28]([O-:30])=[O:29])=[CH:24][CH:23]=1)=[O:20], predict the reaction product. The product is: [N+:28]([C:25]1[CH:26]=[CH:27][C:22]([O:21][C:19]([NH:1][C:2]2[CH:3]=[N:4][CH:5]=[C:6]([CH:11]=2)[C:7]([O:9][CH3:10])=[O:8])=[O:20])=[CH:23][CH:24]=1)([O-:30])=[O:29]. (8) Given the reactants Cl.[NH:2]1[CH2:7][CH2:6][C:5](O)(O)[CH2:4][CH2:3]1.[OH-:10].[Na+].[C:12](O[C:12]([O:14][C:15]([CH3:18])([CH3:17])[CH3:16])=[O:13])([O:14][C:15]([CH3:18])([CH3:17])[CH3:16])=[O:13], predict the reaction product. The product is: [C:12]([CH:5]1[CH2:6][CH2:7][NH:2][C:3](=[O:10])[CH2:4]1)([O:14][C:15]([CH3:18])([CH3:17])[CH3:16])=[O:13]. (9) Given the reactants Br[C:2]1[C:11]2[C:6](=[CH:7][C:8]([Cl:12])=[CH:9][CH:10]=2)[C:5]([Cl:13])=[N:4][CH:3]=1.[Li]CCCC.B(OC(C)C)(OC(C)C)[O:20]C(C)C.OO.[OH-].[Na+].[O-]S([O-])=O.[Na+].[Na+].Cl, predict the reaction product. The product is: [Cl:13][C:5]1[C:6]2[C:11](=[CH:10][CH:9]=[C:8]([Cl:12])[CH:7]=2)[C:2]([OH:20])=[CH:3][N:4]=1. (10) Given the reactants [Cl-].O[NH3+:3].[C:4](=[O:7])([O-])[OH:5].[Na+].CS(C)=O.[OH:13][C:14]([CH3:54])([CH3:53])[CH2:15][O:16][C@H:17]1[CH2:22][CH2:21][C@H:20]([N:23]2[C:28](=[O:29])[C:27]([CH2:30][C:31]3[CH:36]=[CH:35][C:34]([C:37]4[C:38]([C:43]#[N:44])=[CH:39][CH:40]=[CH:41][CH:42]=4)=[CH:33][C:32]=3[O:45][CH3:46])=[C:26]([CH2:47][CH2:48][CH3:49])[N:25]3[N:50]=[CH:51][CH:52]=[C:24]23)[CH2:19][CH2:18]1, predict the reaction product. The product is: [OH:13][C:14]([CH3:53])([CH3:54])[CH2:15][O:16][C@H:17]1[CH2:18][CH2:19][C@H:20]([N:23]2[C:28](=[O:29])[C:27]([CH2:30][C:31]3[CH:36]=[CH:35][C:34]([C:37]4[CH:42]=[CH:41][CH:40]=[CH:39][C:38]=4[C:43]4[NH:3][C:4](=[O:7])[O:5][N:44]=4)=[CH:33][C:32]=3[O:45][CH3:46])=[C:26]([CH2:47][CH2:48][CH3:49])[N:25]3[N:50]=[CH:51][CH:52]=[C:24]23)[CH2:21][CH2:22]1.